Task: Predict the reaction yield, written as a fraction of the theoretical maximum amount of product (1.0 means a 100% yield; for example, 0.34 means a 34% yield).. Dataset: Reaction yield outcomes from USPTO patents with 853,638 reactions (1) The yield is 0.690. The product is [CH2:3]([C:10]1[CH:11]=[N:12][C:13]([N:16]2[C@H:21]3[CH2:22][CH2:23][C@@H:17]2[CH2:18][N:19]([C:25]2[C:34]4[C:29](=[CH:30][C:31]([O:37][CH3:38])=[C:32]([O:35][CH3:36])[CH:33]=4)[N:28]=[CH:27][N:26]=2)[CH2:20]3)=[N:14][CH:15]=1)[C:4]1[CH:5]=[CH:6][CH:7]=[CH:8][CH:9]=1. The catalyst is CC(O)C. The reactants are Cl.Cl.[CH2:3]([C:10]1[CH:11]=[N:12][C:13]([N:16]2[C@H:21]3[CH2:22][CH2:23][C@@H:17]2[CH2:18][NH:19][CH2:20]3)=[N:14][CH:15]=1)[C:4]1[CH:9]=[CH:8][CH:7]=[CH:6][CH:5]=1.Cl[C:25]1[C:34]2[C:29](=[CH:30][C:31]([O:37][CH3:38])=[C:32]([O:35][CH3:36])[CH:33]=2)[N:28]=[CH:27][N:26]=1.C(N(CC)CC)C. (2) The reactants are C(OC1N=NC(C#CC2C=CC(C(F)(F)F)=CN=2)=CC=1OCC1C=CC=CC=1)C1C=CC=CC=1.[CH2:35]([O:42][C:43]1[N:44]=[N:45][C:46]([C:57]#[CH:58])=[CH:47][C:48]=1[O:49][CH2:50][C:51]1[CH:56]=[CH:55][CH:54]=[CH:53][CH:52]=1)[C:36]1[CH:41]=[CH:40][CH:39]=[CH:38][CH:37]=1.[F:59][CH:60]([F:69])[O:61][C:62]1[CH:67]=[CH:66][CH:65]=[C:64](I)[CH:63]=1. No catalyst specified. The product is [CH2:35]([O:42][C:43]1[N:44]=[N:45][C:46]([C:57]#[C:58][C:64]2[CH:65]=[CH:66][CH:67]=[C:62]([O:61][CH:60]([F:69])[F:59])[CH:63]=2)=[CH:47][C:48]=1[O:49][CH2:50][C:51]1[CH:56]=[CH:55][CH:54]=[CH:53][CH:52]=1)[C:36]1[CH:37]=[CH:38][CH:39]=[CH:40][CH:41]=1. The yield is 0.870. (3) The reactants are C(OC([NH:8][C:9]1[CH:14]=[CH:13][C:12]([C:15]([CH3:18])([CH3:17])[CH3:16])=[C:11]([NH:19][C:20]([C:22]2[C:31](=[O:32])[C:30]3[C:25](=[CH:26][CH:27]=[CH:28][CH:29]=3)[NH:24][CH:23]=2)=[O:21])[CH:10]=1)=O)(C)(C)C.C(O)(C(F)(F)F)=O. The catalyst is C(Cl)Cl. The product is [NH2:8][C:9]1[CH:14]=[CH:13][C:12]([C:15]([CH3:18])([CH3:17])[CH3:16])=[C:11]([NH:19][C:20]([C:22]2[C:31](=[O:32])[C:30]3[C:25](=[CH:26][CH:27]=[CH:28][CH:29]=3)[NH:24][CH:23]=2)=[O:21])[CH:10]=1. The yield is 0.560. (4) The reactants are [NH2:1][C:2]1[CH:7]=[CH:6][CH:5]=[CH:4][C:3]=1[C:8](=[O:10])[CH3:9].C1C(=O)N([Br:18])C(=O)C1.OS(O)(=O)=O.O. The catalyst is ClCCl. The product is [NH2:1][C:2]1[CH:7]=[CH:6][C:5]([Br:18])=[CH:4][C:3]=1[C:8](=[O:10])[CH3:9]. The yield is 0.580. (5) The product is [Br:1][C:2]1[CH:8]=[C:7]([CH3:9])[C:5]([CH:23]([C:19]([CH3:22])([CH3:21])[CH3:20])[C:24]([NH2:14])=[O:25])=[C:4]([O:10][CH3:11])[CH:3]=1. The reactants are [Br:1][C:2]1[CH:8]=[C:7]([CH3:9])[C:5](N)=[C:4]([O:10][CH3:11])[CH:3]=1.C([N:14](CC)CC)C.[C:19]([CH2:23][C:24](Cl)=[O:25])([CH3:22])([CH3:21])[CH3:20]. The yield is 0.890. The catalyst is ClCCl. (6) The reactants are [N+:1]([C:4]1[CH:9]=[CH:8][C:7]([C:10]2[CH:15]=[CH:14][C:13]([C:16](=[O:32])[CH2:17][CH:18]([CH2:24][CH2:25][C:26]3[CH:31]=[CH:30][CH:29]=[CH:28][CH:27]=3)[C:19]([O:21][CH2:22][CH3:23])=[O:20])=[CH:12][CH:11]=2)=[CH:6][CH:5]=1)([O-])=O.Cl. The catalyst is C(O)C.[Fe]. The product is [NH2:1][C:4]1[CH:5]=[CH:6][C:7]([C:10]2[CH:15]=[CH:14][C:13]([C:16](=[O:32])[CH2:17][CH:18]([CH2:24][CH2:25][C:26]3[CH:27]=[CH:28][CH:29]=[CH:30][CH:31]=3)[C:19]([O:21][CH2:22][CH3:23])=[O:20])=[CH:12][CH:11]=2)=[CH:8][CH:9]=1. The yield is 0.950.